This data is from Catalyst prediction with 721,799 reactions and 888 catalyst types from USPTO. The task is: Predict which catalyst facilitates the given reaction. (1) Reactant: [Br:1][C:2]1[CH:3]=[CH:4][N:5]2[C:10]=1[C:9]([O:11][C:12]1[CH:18]=[CH:17][C:15]([NH2:16])=[CH:14][C:13]=1[F:19])=[CH:8][CH:7]=[N:6]2.[CH3:20][N:21]1[C:25]([CH3:26])=[C:24]([C:27](O)=[O:28])[C:23](=[O:30])[N:22]1[C:31]1[CH:36]=[CH:35][CH:34]=[CH:33][CH:32]=1.CN(C(ON1N=NC2C=CC=NC1=2)=[N+](C)C)C.F[P-](F)(F)(F)(F)F.C(N(CC)CC)C. Product: [Br:1][C:2]1[CH:3]=[CH:4][N:5]2[C:10]=1[C:9]([O:11][C:12]1[CH:18]=[CH:17][C:15]([NH:16][C:27]([C:24]3[C:23](=[O:30])[N:22]([C:31]4[CH:32]=[CH:33][CH:34]=[CH:35][CH:36]=4)[N:21]([CH3:20])[C:25]=3[CH3:26])=[O:28])=[CH:14][C:13]=1[F:19])=[CH:8][CH:7]=[N:6]2. The catalyst class is: 9. (2) Reactant: [CH3:1][O:2][C:3]([C:5]1[S:9][C:8]([N:10]2[C:14]3[CH:15]=[CH:16][C:17]([C:19]([OH:21])=O)=[CH:18][C:13]=3[N:12]=[CH:11]2)=[CH:7][C:6]=1[O:22][CH2:23][C:24]1[CH:29]=[CH:28][CH:27]=[CH:26][C:25]=1[C:30]([F:33])([F:32])[F:31])=[O:4].[CH3:34][S:35]([CH2:38][CH2:39][NH2:40])(=[O:37])=[O:36].C(N(C(C)C)CC)(C)C.F[P-](F)(F)(F)(F)F.N1(OC(N(C)C)=[N+](C)C)C2N=CC=CC=2N=N1.C([O-])(O)=O.[Na+]. Product: [CH3:34][S:35]([CH2:38][CH2:39][NH:40][C:19]([C:17]1[CH:16]=[CH:15][C:14]2[N:10]([C:8]3[S:9][C:5]([C:3]([O:2][CH3:1])=[O:4])=[C:6]([O:22][CH2:23][C:24]4[CH:29]=[CH:28][CH:27]=[CH:26][C:25]=4[C:30]([F:32])([F:31])[F:33])[CH:7]=3)[CH:11]=[N:12][C:13]=2[CH:18]=1)=[O:21])(=[O:37])=[O:36]. The catalyst class is: 9. (3) Reactant: [CH3:1][C:2]1[N:3]([C:8]2[CH:12]=[CH:11][N:10]([C:13]3[CH:18]=[CH:17][CH:16]=[CH:15][CH:14]=3)[N:9]=2)[C:4]([CH3:7])=[CH:5][CH:6]=1.C([Li])CCC.[I:24]I.S([O-])(O)=O.[Na+]. Product: [CH3:7][C:4]1[N:3]([C:8]2[CH:12]=[C:11]([I:24])[N:10]([C:13]3[CH:18]=[CH:17][CH:16]=[CH:15][CH:14]=3)[N:9]=2)[C:2]([CH3:1])=[CH:6][CH:5]=1. The catalyst class is: 30. (4) Reactant: C(O)(=O)C.[Br:5][C:6]1[CH:7]=[C:8]([CH:10]=[C:11]([CH:13]([F:15])[F:14])[CH:12]=1)[NH2:9].Cl[C:17]1[N:22]=[C:21]([C:23]([F:26])([F:25])[F:24])[CH:20]=[CH:19][N:18]=1. Product: [Br:5][C:6]1[CH:7]=[C:8]([NH:9][C:17]2[N:22]=[C:21]([C:23]([F:26])([F:25])[F:24])[CH:20]=[CH:19][N:18]=2)[CH:10]=[C:11]([CH:13]([F:14])[F:15])[CH:12]=1. The catalyst class is: 155.